From a dataset of Forward reaction prediction with 1.9M reactions from USPTO patents (1976-2016). Predict the product of the given reaction. (1) Given the reactants [CH2:1]([N:8]1[CH:16]=[C:15]2[C:10]([CH:11]=[CH:12][C:13]3[C:19](=O)[C:18]([CH2:26][CH2:27][F:28])([CH2:21][CH2:22][C:23](=[O:25])[CH3:24])[CH2:17][C:14]=32)=[N:9]1)[C:2]1[CH:7]=[CH:6][CH:5]=[CH:4][CH:3]=1.N1CCCC1.C(O)(=O)C, predict the reaction product. The product is: [CH2:1]([N:8]1[CH:16]=[C:15]2[C:10]([CH:11]=[CH:12][C:13]3[C:19]4[C:18]([CH2:26][CH2:27][F:28])([CH2:21][CH2:22][C:23](=[O:25])[CH:24]=4)[CH2:17][C:14]=32)=[N:9]1)[C:2]1[CH:7]=[CH:6][CH:5]=[CH:4][CH:3]=1. (2) The product is: [CH3:33][N:28]1[C@@H:29]([CH3:32])[CH2:30][CH2:31][N:26]2[C:25](=[O:35])[N:24]=[C:23]([O:1][CH2:2][C:3]3[CH:4]=[CH:5][C:6]([O:11][C:12]4[CH:17]=[CH:16][CH:15]=[C:14]([C:18]([F:19])([F:20])[F:21])[CH:13]=4)=[C:7]([CH:10]=3)[C:8]#[N:9])[CH:34]=[C:27]12. Given the reactants [OH:1][CH2:2][C:3]1[CH:4]=[CH:5][C:6]([O:11][C:12]2[CH:17]=[CH:16][CH:15]=[C:14]([C:18]([F:21])([F:20])[F:19])[CH:13]=2)=[C:7]([CH:10]=1)[C:8]#[N:9].Cl[C:23]1[CH:34]=[C:27]2[N:28]([CH3:33])[C@@H:29]([CH3:32])[CH2:30][CH2:31][N:26]2[C:25](=[O:35])[N:24]=1, predict the reaction product. (3) Given the reactants [F:1][C:2]1[C:3]([O:36]C)=[C:4]([C:9]2[N:14]=[CH:13][C:12]([O:15][CH2:16][C@@H:17]([NH2:25])[CH2:18][C:19]3[CH:24]=[CH:23][CH:22]=[CH:21][CH:20]=3)=[CH:11][C:10]=2[C:26]2[CH:27]=[C:28]3[C:32](=[CH:33][CH:34]=2)[NH:31][N:30]=[C:29]3[CH3:35])[CH:5]=[C:6]([F:8])[CH:7]=1.B(Br)(Br)Br, predict the reaction product. The product is: [NH2:25][C@@H:17]([CH2:18][C:19]1[CH:24]=[CH:23][CH:22]=[CH:21][CH:20]=1)[CH2:16][O:15][C:12]1[CH:11]=[C:10]([C:26]2[CH:27]=[C:28]3[C:32](=[CH:33][CH:34]=2)[NH:31][N:30]=[C:29]3[CH3:35])[C:9]([C:4]2[CH:5]=[C:6]([F:8])[CH:7]=[C:2]([F:1])[C:3]=2[OH:36])=[N:14][CH:13]=1. (4) Given the reactants [CH2:1]([N:8]([CH3:16])[CH:9]1[CH2:14][CH2:13][C:12](=O)[CH2:11][CH2:10]1)[C:2]1[CH:7]=[CH:6][CH:5]=[CH:4][CH:3]=1.Cl.Cl.[CH2:19]1[C:28]2[C:23](=[CH:24][N:25]=[CH:26][CH:27]=2)[CH2:22][CH2:21][NH:20]1.[BH3-]C#N.[Na+], predict the reaction product. The product is: [CH2:1]([N:8]([CH3:16])[CH:9]1[CH2:14][CH2:13][CH:12]([N:25]2[CH2:26][CH2:27][C:28]3[C:23](=[CH:22][CH:21]=[N:20][CH:19]=3)[CH2:24]2)[CH2:11][CH2:10]1)[C:2]1[CH:7]=[CH:6][CH:5]=[CH:4][CH:3]=1.